Dataset: Full USPTO retrosynthesis dataset with 1.9M reactions from patents (1976-2016). Task: Predict the reactants needed to synthesize the given product. (1) Given the product [Br:1][C:2]1[C:3]2[S:9][CH:8]=[C:7]([CH2:10][CH2:11][CH2:12][CH2:22][CH2:20][CH3:21])[C:4]=2[S:5][C:6]=1[C:6]1[S:5][C:4]2[C:7]([CH2:10][CH2:11][CH2:12][CH2:13][CH2:14][CH3:15])=[CH:8][S:9][C:3]=2[C:2]=1[Br:1], predict the reactants needed to synthesize it. The reactants are: [Br:1][C:2]1[C:3]2[S:9][CH:8]=[C:7]([CH2:10][CH2:11][CH2:12][CH2:13][CH2:14][CH3:15])[C:4]=2[S:5][CH:6]=1.C([N-][CH:20]([CH3:22])[CH3:21])(C)C.[Li+]. (2) Given the product [CH2:13]([O:9][CH:6]1[CH2:7][O:8][CH:3]([O:2][CH3:1])[CH2:4][CH2:5]1)[C:14]1[CH:19]=[CH:18][CH:17]=[CH:16][CH:15]=1, predict the reactants needed to synthesize it. The reactants are: [CH3:1][O:2][CH:3]1[O:8][CH2:7][CH:6]([OH:9])[CH2:5][CH2:4]1.[H-].[Na+].Br[CH2:13][C:14]1[CH:19]=[CH:18][CH:17]=[CH:16][CH:15]=1. (3) Given the product [C:1]([N:4]1[CH2:9][CH2:8][O:7][C:6]2[CH:10]=[CH:11][C:12]([C:14]3[S:15][C:16]([N:26]([CH3:25])[CH2:27][CH2:28][O:29][C:30]4[CH:35]=[CH:34][CH:33]=[CH:32][CH:31]=4)=[C:17]([C:19]([O:21][CH2:22][CH3:23])=[O:20])[N:18]=3)=[CH:13][C:5]1=2)(=[O:3])[CH3:2], predict the reactants needed to synthesize it. The reactants are: [C:1]([N:4]1[CH2:9][CH2:8][O:7][C:6]2[CH:10]=[CH:11][C:12]([C:14]3[S:15][C:16](Cl)=[C:17]([C:19]([O:21][CH2:22][CH3:23])=[O:20])[N:18]=3)=[CH:13][C:5]1=2)(=[O:3])[CH3:2].[CH3:25][NH:26][CH2:27][CH2:28][O:29][C:30]1[CH:35]=[CH:34][CH:33]=[CH:32][CH:31]=1. (4) Given the product [CH3:30][CH2:29][CH2:28][CH2:27][CH2:26][CH2:25][CH2:24][CH2:23][CH2:22][CH2:21][CH2:20][C:19]([NH:8][C@H:7]([C:6]([O:5][CH2:3][CH3:4])=[O:16])[CH2:9][CH2:10][CH2:11][N:12]=[C:13]([NH2:14])[NH2:15])=[O:31].[ClH:32], predict the reactants needed to synthesize it. The reactants are: Cl.Cl.[CH2:3]([O:5][C:6](=[O:16])[C@H:7]([CH2:9][CH2:10][CH2:11][NH:12][C:13](=[NH:15])[NH2:14])[NH2:8])[CH3:4].[OH-].[Na+].[C:19]([Cl:32])(=[O:31])[CH2:20][CH2:21][CH2:22][CH2:23][CH2:24][CH2:25][CH2:26][CH2:27][CH2:28][CH2:29][CH3:30].Cl. (5) Given the product [Br:1][CH2:2][C:3]1[CH:10]=[CH:9][C:6]([CH2:7][NH:30][C@H:29]([C:28]([O:27][CH:22]2[CH2:23][CH2:24][CH2:25][CH2:26]2)=[O:35])[CH2:31][CH:32]([CH3:34])[CH3:33])=[CH:5][CH:4]=1, predict the reactants needed to synthesize it. The reactants are: [Br:1][CH2:2][C:3]1[CH:10]=[CH:9][C:6]([CH:7]=O)=[CH:5][CH:4]=1.S(C1C=CC(C)=CC=1)(O)(=O)=O.[CH:22]1([O:27][C:28](=[O:35])[C@H:29]([CH2:31][CH:32]([CH3:34])[CH3:33])[NH2:30])[CH2:26][CH2:25][CH2:24][CH2:23]1.C(O[BH-](OC(=O)C)OC(=O)C)(=O)C.[Na+].C(OCC)(=O)C. (6) Given the product [OH:1][C:2]([CH3:20])([CH3:21])[C@H:3]([N:5]1[C:13]2[C:8](=[C:9]([C:16]([F:19])([F:17])[F:18])[C:10]([C:14]#[N:15])=[CH:11][CH:12]=2)[CH2:7][CH2:6]1)[CH3:4], predict the reactants needed to synthesize it. The reactants are: [OH:1][C:2]([CH3:21])([CH3:20])[C@H:3]([N:5]1[C:13]2[C:8](=[C:9]([C:16]([F:19])([F:18])[F:17])[C:10]([C:14]#[N:15])=[CH:11][CH:12]=2)[CH:7]=[CH:6]1)[CH3:4].[BH3-]C#N.[Na+].